This data is from Catalyst prediction with 721,799 reactions and 888 catalyst types from USPTO. The task is: Predict which catalyst facilitates the given reaction. (1) Reactant: [CH2:1]([CH:3]([C:6]1[C:7]2[N:8]([CH:13]=[C:14]([CH3:16])[N:15]=2)[N:9]=[C:10]([CH3:12])[CH:11]=1)[CH2:4][CH3:5])[CH3:2].C1C(=O)N([I:24])C(=O)C1. Product: [CH2:1]([CH:3]([C:6]1[C:7]2[N:8]([C:13]([I:24])=[C:14]([CH3:16])[N:15]=2)[N:9]=[C:10]([CH3:12])[CH:11]=1)[CH2:4][CH3:5])[CH3:2]. The catalyst class is: 115. (2) Reactant: [O:1]1[CH2:6][CH2:5][N:4]([C:7](=[O:32])[CH2:8][NH:9][C:10]2[CH:14]=[C:13]([C:15]3[CH:20]=[CH:19][C:18]([O:21][C:22]4[CH:27]=[CH:26][CH:25]=[CH:24][CH:23]=4)=[CH:17][CH:16]=3)[S:12][C:11]=2[C:28]([O:30][CH3:31])=[O:29])[CH2:3][CH2:2]1.CCN(CC)CC.[Cl:40][C:41]1[CH:49]=[C:48]([Cl:50])[CH:47]=[CH:46][C:42]=1[C:43](Cl)=[O:44]. Product: [Cl:40][C:41]1[CH:49]=[C:48]([Cl:50])[CH:47]=[CH:46][C:42]=1[C:43]([N:9]([CH2:8][C:7]([N:4]1[CH2:5][CH2:6][O:1][CH2:2][CH2:3]1)=[O:32])[C:10]1[CH:14]=[C:13]([C:15]2[CH:16]=[CH:17][C:18]([O:21][C:22]3[CH:27]=[CH:26][CH:25]=[CH:24][CH:23]=3)=[CH:19][CH:20]=2)[S:12][C:11]=1[C:28]([O:30][CH3:31])=[O:29])=[O:44]. The catalyst class is: 91. (3) Reactant: [Br:1][C:2]1[CH:9]=[CH:8][C:5]([CH:6]=O)=[CH:4][CH:3]=1.[NH:10]1[C:19]2[C:14](=[CH:15][CH:16]=[CH:17][CH:18]=2)[CH2:13][CH2:12][CH2:11]1.C(O[BH-](OC(=O)C)OC(=O)C)(=O)C.[Na+].C(O)(=O)C.C(=O)([O-])O.[Na+]. Product: [Br:1][C:2]1[CH:9]=[CH:8][C:5]([CH2:6][N:10]2[C:19]3[C:14](=[CH:15][CH:16]=[CH:17][CH:18]=3)[CH2:13][CH2:12][CH2:11]2)=[CH:4][CH:3]=1. The catalyst class is: 2. (4) Product: [C:26]([Si:13]([C:14]1[CH:19]=[CH:18][CH:17]=[CH:16][CH:15]=1)([C:20]1[CH:21]=[CH:22][CH:23]=[CH:24][CH:25]=1)[O:12][CH:10]1[CH2:9][NH:8][CH2:11]1)([CH3:29])([CH3:27])[CH3:28]. Reactant: C(OC([N:8]1[CH2:11][CH:10]([O:12][Si:13]([C:26]([CH3:29])([CH3:28])[CH3:27])([C:20]2[CH:25]=[CH:24][CH:23]=[CH:22][CH:21]=2)[C:14]2[CH:19]=[CH:18][CH:17]=[CH:16][CH:15]=2)[CH2:9]1)=O)(C)(C)C.Cl.O1CCOCC1. The catalyst class is: 2. (5) Reactant: [CH3:1][C:2]1([CH3:29])[O:6][C@H:5]([CH2:7][O:8][C:9]2[CH:14]=[CH:13][C:12]([C:15]([C:20]3[CH:25]=[CH:24][C:23]([OH:26])=[C:22]([CH3:27])[CH:21]=3)([CH2:18][CH3:19])[CH2:16][CH3:17])=[CH:11][C:10]=2[CH3:28])[CH2:4][O:3]1.[O:30](S(C(F)(F)F)(=O)=O)[S:31]([C:34]([F:37])([F:36])[F:35])(=O)=[O:32].N1C=CC=CC=1.C([O-])(O)=O.[Na+]. Product: [CH3:29][C:2]1([CH3:1])[O:6][C@H:5]([CH2:7][O:8][C:9]2[CH:14]=[CH:13][C:12]([C:15]([C:20]3[CH:25]=[CH:24][C:23]([O:26][S:31]([C:34]([F:37])([F:36])[F:35])(=[O:32])=[O:30])=[C:22]([CH3:27])[CH:21]=3)([CH2:18][CH3:19])[CH2:16][CH3:17])=[CH:11][C:10]=2[CH3:28])[CH2:4][O:3]1. The catalyst class is: 2. (6) Reactant: [CH2:1]([O:4][C:5]1[CH:6]=[C:7]([CH2:15][CH2:16][NH:17]C(=O)OC(C)(C)C)[CH:8]=[CH:9][C:10]=1[O:11][CH2:12][CH2:13][CH3:14])[CH2:2][CH3:3].C(O)(C(F)(F)F)=O.[OH-].[Na+]. Product: [CH2:1]([O:4][C:5]1[CH:6]=[C:7]([CH2:15][CH2:16][NH2:17])[CH:8]=[CH:9][C:10]=1[O:11][CH2:12][CH2:13][CH3:14])[CH2:2][CH3:3]. The catalyst class is: 2. (7) Reactant: [CH3:1][C:2]([CH3:58])([CH2:10][C:11]([O:13][C@H:14]1[CH2:31][CH2:30][C@@:29]2([CH3:32])[C@@H:16]([CH2:17][CH2:18][C@:19]3([CH3:55])[C@@H:28]2[CH2:27][CH2:26][C@H:25]2[C@@:20]3([CH3:54])[CH2:21][CH2:22][C@@:23]3(/[CH:40]=[CH:41]/[C:42]([NH:44][C@@H:45]([C:47]4[CH:52]=[CH:51][C:50]([Cl:53])=[CH:49][CH:48]=4)[CH3:46])=[O:43])[CH2:35][C:34](=[O:36])[C:33]([CH:37]([CH3:39])[CH3:38])=[C:24]32)[C:15]1([CH3:57])[CH3:56])=[O:12])[C:3]([O:5]C(C)(C)C)=[O:4].C(O)(C(F)(F)F)=O. Product: [Cl:53][C:50]1[CH:49]=[CH:48][C:47]([C@H:45]([NH:44][C:42](=[O:43])/[CH:41]=[CH:40]/[C@:23]23[CH2:35][C:34](=[O:36])[C:33]([CH:37]([CH3:39])[CH3:38])=[C:24]2[C@@H:25]2[C@@:20]([CH3:54])([CH2:21][CH2:22]3)[C@@:19]3([CH3:55])[C@@H:28]([C@:29]4([CH3:32])[C@@H:16]([CH2:17][CH2:18]3)[C:15]([CH3:56])([CH3:57])[C@@H:14]([O:13][C:11](=[O:12])[CH2:10][C:2]([CH3:1])([CH3:58])[C:3]([OH:5])=[O:4])[CH2:31][CH2:30]4)[CH2:27][CH2:26]2)[CH3:46])=[CH:52][CH:51]=1. The catalyst class is: 4. (8) Reactant: C(=O)([O-])[O-].[K+].[K+].O1CCCC1.CO.C[Si]([C:18]#[C:19][C:20]1[CH:21]=[C:22]([S:26]([NH2:29])(=[O:28])=[O:27])[CH:23]=[CH:24][CH:25]=1)(C)C. Product: [C:19]([C:20]1[CH:21]=[C:22]([S:26]([NH2:29])(=[O:27])=[O:28])[CH:23]=[CH:24][CH:25]=1)#[CH:18]. The catalyst class is: 6. (9) Reactant: [F:1][C:2]1[C:7]([CH2:8]O)=[C:6]([CH3:10])[C:5]([I:11])=[CH:4][CH:3]=1.S(Cl)([Cl:14])=O. Product: [Cl:14][CH2:8][C:7]1[C:6]([CH3:10])=[C:5]([I:11])[CH:4]=[CH:3][C:2]=1[F:1]. The catalyst class is: 48.